Dataset: Reaction yield outcomes from USPTO patents with 853,638 reactions. Task: Predict the reaction yield, written as a fraction of the theoretical maximum amount of product (1.0 means a 100% yield; for example, 0.34 means a 34% yield). The reactants are [Cl:1][C:2]1[C:23]([Cl:24])=[CH:22][C:5]2[O:6][C@H:7]([CH2:10]OS(C3C=CC(C)=CC=3)(=O)=O)[CH2:8][O:9][C:4]=2[CH:3]=1.[C:25]1(=[O:35])[NH:29][C:28](=[O:30])[C:27]2=[CH:31][CH:32]=[CH:33][CH:34]=[C:26]12.[K].O. The catalyst is CN(C=O)C. The product is [Cl:1][C:2]1[C:23]([Cl:24])=[CH:22][C:5]2[O:6][C@@H:7]([CH2:10][N:29]3[C:25](=[O:35])[C:26]4[C:27](=[CH:31][CH:32]=[CH:33][CH:34]=4)[C:28]3=[O:30])[CH2:8][O:9][C:4]=2[CH:3]=1. The yield is 0.800.